From a dataset of Full USPTO retrosynthesis dataset with 1.9M reactions from patents (1976-2016). Predict the reactants needed to synthesize the given product. (1) Given the product [CH3:35][C:36]([CH3:41])([CH3:40])[C:37]([NH:2][C@@H:3]1[CH2:8][CH2:7][C@H:6]([NH:9][C:10](=[O:27])[C:11]2[CH:16]=[C:15]([F:17])[CH:14]=[N:13][C:12]=2[O:18][C:19]2[CH:24]=[CH:23][CH:22]=[C:21]([S:25][CH3:26])[CH:20]=2)[CH2:5][CH2:4]1)=[O:38], predict the reactants needed to synthesize it. The reactants are: Cl.[NH2:2][C@@H:3]1[CH2:8][CH2:7][C@H:6]([NH:9][C:10](=[O:27])[C:11]2[CH:16]=[C:15]([F:17])[CH:14]=[N:13][C:12]=2[O:18][C:19]2[CH:24]=[CH:23][CH:22]=[C:21]([S:25][CH3:26])[CH:20]=2)[CH2:5][CH2:4]1.C(N(CC)CC)C.[CH3:35][C:36]([CH3:41])([CH3:40])[C:37](O)=[O:38].Cl.CN(C)CCCN=C=NCC.ON1C2C=CC=CC=2N=N1. (2) Given the product [F:1][C:2]1[CH:7]=[C:6]([C:12]2[CH:41]=[CH:40][C:15]3[N:16]([C:19]4[S:23][C:22]([C:24]([NH2:26])=[O:25])=[C:21]([O:27][C@@H:28]([C:30]5[CH:35]=[CH:34][CH:33]=[CH:32][C:31]=5[C:36]([F:39])([F:38])[F:37])[CH3:29])[CH:20]=4)[CH:17]=[N:18][C:14]=3[CH:13]=2)[CH:5]=[CH:4][N:3]=1, predict the reactants needed to synthesize it. The reactants are: [F:1][C:2]1[CH:7]=[C:6](B(O)O)[CH:5]=[CH:4][N:3]=1.Br[C:12]1[CH:41]=[CH:40][C:15]2[N:16]([C:19]3[S:23][C:22]([C:24]([NH2:26])=[O:25])=[C:21]([O:27][C@@H:28]([C:30]4[CH:35]=[CH:34][CH:33]=[CH:32][C:31]=4[C:36]([F:39])([F:38])[F:37])[CH3:29])[CH:20]=3)[CH:17]=[N:18][C:14]=2[CH:13]=1.C(=O)([O-])[O-].[Na+].[Na+]. (3) Given the product [CH2:1]([O:3][CH2:4][C:5]1[N:19]([CH2:20][CH2:21][CH2:22][C:23]([O:25][CH2:26][CH3:27])=[O:24])[C:18]2[C:17]3[CH:16]=[CH:15][CH:14]=[CH:13][C:12]=3[N:11]=[CH:10][C:9]=2[N:8]=1)[CH3:2], predict the reactants needed to synthesize it. The reactants are: [CH2:1]([O:3][CH2:4][C:5](Cl)=O)[CH3:2].[NH2:8][C:9]1[CH:10]=[N:11][C:12]2[C:17]([C:18]=1[NH:19][CH2:20][CH2:21][CH2:22][C:23]([O:25][CH2:26][CH3:27])=[O:24])=[CH:16][CH:15]=[CH:14][CH:13]=2.C(N(CC)CC)C.C(O)C. (4) Given the product [CH3:16][C:15]1[C:3]2[C:2](=[O:1])[C:7]([C:8]([O:10][CH2:11][CH3:12])=[O:9])=[CH:6][N:5]([CH3:24])[C:4]=2[S:13][C:14]=1[CH2:17][N:18]1[CH2:19][CH2:20][O:21][CH2:22][CH2:23]1, predict the reactants needed to synthesize it. The reactants are: [OH:1][C:2]1[C:7]([C:8]([O:10][CH2:11][CH3:12])=[O:9])=[CH:6][N:5]=[C:4]2[S:13][C:14]([CH2:17][N:18]3[CH2:23][CH2:22][O:21][CH2:20][CH2:19]3)=[C:15]([CH3:16])[C:3]=12.[C:24](=O)([O-])[O-].[K+].[K+].IC.O. (5) Given the product [CH3:1][C:2]1[N:7]=[C:6]([CH2:8][NH2:9])[CH:5]=[CH:4][C:3]=1[CH2:10][S:11][CH3:12], predict the reactants needed to synthesize it. The reactants are: [CH3:1][C:2]1[N:7]=[C:6]([C:8]#[N:9])[CH:5]=[CH:4][C:3]=1[CH2:10][S:11][CH3:12].C(C1C=NC=C(CCC(C)C)C=1)#N. (6) The reactants are: [Cl:1][C:2]1[S:3][C:4]2[CH:10]=[C:9]([O:11][CH3:12])[CH:8]=[CH:7][C:5]=2[N:6]=1.[CH:13]([N:16]1[CH2:21][CH2:20][NH:19][CH2:18][CH2:17]1)([CH3:15])[CH3:14]. Given the product [ClH:1].[CH:13]([N:16]1[CH2:21][CH2:20][N:19]([C:2]2[S:3][C:4]3[CH:10]=[C:9]([O:11][CH3:12])[CH:8]=[CH:7][C:5]=3[N:6]=2)[CH2:18][CH2:17]1)([CH3:15])[CH3:14], predict the reactants needed to synthesize it.